Dataset: Forward reaction prediction with 1.9M reactions from USPTO patents (1976-2016). Task: Predict the product of the given reaction. The product is: [OH:8][CH2:7][CH2:6][CH2:5][CH2:4][CH2:3][CH2:2][NH:1][C:9](=[O:12])[O:10][CH2:2][CH2:3][CH2:4][CH3:5]. Given the reactants [NH2:1][CH2:2][CH2:3][CH2:4][CH2:5][CH2:6][CH2:7][OH:8].[C:9](=[O:12])([O-])[O-:10].[Na+].[Na+].O, predict the reaction product.